From a dataset of Forward reaction prediction with 1.9M reactions from USPTO patents (1976-2016). Predict the product of the given reaction. (1) Given the reactants CO.C[O:4][C:5](=[O:30])[C:6]1[C:11]([NH:12][C:13](=[O:29])[CH:14]([NH:18][C:19]([O:21][CH2:22][C:23]2[CH:28]=[CH:27][CH:26]=[CH:25][CH:24]=2)=[O:20])[CH:15]([CH3:17])[CH3:16])=[CH:10][CH:9]=[N:8][CH:7]=1.[OH-].[Na+], predict the reaction product. The product is: [CH2:22]([O:21][C:19]([NH:18][CH:14]([CH:15]([CH3:17])[CH3:16])[C:13]([NH:12][C:11]1[C:6]([C:5]([OH:30])=[O:4])=[CH:7][N:8]=[CH:9][CH:10]=1)=[O:29])=[O:20])[C:23]1[CH:24]=[CH:25][CH:26]=[CH:27][CH:28]=1. (2) Given the reactants N1CCC(C2C3C(=C(C(N)=O)C=C(C4SC=CC=4)C=3)NC=2)CC1.[NH2:24][C:25]([C:27]1[CH:28]=[C:29]([C:49]2[CH:54]=[CH:53][C:52]([C:55]3[CH:60]=[CH:59][CH:58]=[CH:57][CH:56]=3)=[CH:51][CH:50]=2)[CH:30]=[C:31]2[C:35]=1[NH:34][CH:33]=[C:32]2[CH:36]1[CH2:41][CH2:40][N:39](C(OC(C)(C)C)=O)[CH2:38][CH2:37]1)=[O:26].Cl, predict the reaction product. The product is: [C:52]1([C:55]2[CH:56]=[CH:57][CH:58]=[CH:59][CH:60]=2)[CH:53]=[CH:54][C:49]([C:29]2[CH:30]=[C:31]3[C:35](=[C:27]([C:25]([NH2:24])=[O:26])[CH:28]=2)[NH:34][CH:33]=[C:32]3[CH:36]2[CH2:37][CH2:38][NH:39][CH2:40][CH2:41]2)=[CH:50][CH:51]=1. (3) Given the reactants [NH2:1][CH:2]([C:9]1[C:14]([O:15][CH3:16])=[CH:13][CH:12]=[CH:11][C:10]=1[O:17][CH3:18])[CH2:3][CH2:4][C:5]([O:7]C)=O.[Cl:19][C:20]1[C:21]([O:28][CH:29]([F:31])[F:30])=[N:22][CH:23]=[C:24]([CH:27]=1)[CH:25]=O, predict the reaction product. The product is: [Cl:19][C:20]1[CH:27]=[C:24]([CH2:25][N:1]2[CH:2]([C:9]3[C:14]([O:15][CH3:16])=[CH:13][CH:12]=[CH:11][C:10]=3[O:17][CH3:18])[CH2:3][CH2:4][C:5]2=[O:7])[CH:23]=[N:22][C:21]=1[O:28][CH:29]([F:31])[F:30]. (4) Given the reactants [CH2:1]([O:8][C:9]1[CH:28]=[CH:27][C:12]([O:13][C:14]2[C:22]([CH3:23])=[CH:21][C:20]([N+:24]([O-])=O)=[C:19]3[C:15]=2[CH2:16][CH2:17][CH2:18]3)=[CH:11][C:10]=1[I:29])[C:2]1[CH:7]=[CH:6][CH:5]=[CH:4][CH:3]=1, predict the reaction product. The product is: [CH2:1]([O:8][C:9]1[CH:28]=[CH:27][C:12]([O:13][C:14]2[C:22]([CH3:23])=[CH:21][C:20]([NH2:24])=[C:19]3[C:15]=2[CH2:16][CH2:17][CH2:18]3)=[CH:11][C:10]=1[I:29])[C:2]1[CH:3]=[CH:4][CH:5]=[CH:6][CH:7]=1. (5) The product is: [CH3:1][O:2][C:3](=[O:12])[C:4]1[CH:9]=[CH:8][C:7]([CH:10]=[C:22]([C:23]#[N:24])[C:19]2[CH:20]=[CH:21][C:16]([O:15][C:14]([F:13])([F:25])[F:26])=[CH:17][CH:18]=2)=[CH:6][CH:5]=1. Given the reactants [CH3:1][O:2][C:3](=[O:12])[C:4]1[CH:9]=[CH:8][C:7]([CH:10]=O)=[CH:6][CH:5]=1.[F:13][C:14]([F:26])([F:25])[O:15][C:16]1[CH:21]=[CH:20][C:19]([CH2:22][C:23]#[N:24])=[CH:18][CH:17]=1.C(=O)([O-])[O-].[K+].[K+], predict the reaction product. (6) Given the reactants [NH2:1][C:2]1[CH:7]=[CH:6][C:5]([C:8]2[CH:9]=[CH:10][C:11]([NH:14][CH2:15][CH2:16][N:17]3[CH2:22][CH2:21][CH2:20][CH2:19][CH2:18]3)=[N:12][CH:13]=2)=[CH:4][C:3]=1[F:23].C(N(CC)CC)C.[C:31]([C:35]1[O:39][N:38]=[C:37]([NH:40][C:41](=O)[O:42]C2C=CC=CC=2)[CH:36]=1)([CH3:34])([CH3:33])[CH3:32], predict the reaction product. The product is: [C:31]([C:35]1[O:39][N:38]=[C:37]([NH:40][C:41]([NH:1][C:2]2[CH:7]=[CH:6][C:5]([C:8]3[CH:13]=[N:12][C:11]([NH:14][CH2:15][CH2:16][N:17]4[CH2:22][CH2:21][CH2:20][CH2:19][CH2:18]4)=[CH:10][CH:9]=3)=[CH:4][C:3]=2[F:23])=[O:42])[CH:36]=1)([CH3:34])([CH3:32])[CH3:33]. (7) Given the reactants [NH:1]1[C:9]2[C:4](=[CH:5][CH:6]=[CH:7][N:8]=2)[CH:3]=[CH:2]1.[H][H], predict the reaction product. The product is: [NH:1]1[C:9]2[C:4](=[CH:5][CH:6]=[CH:7][N:8]=2)[CH2:3][CH2:2]1.